From a dataset of Full USPTO retrosynthesis dataset with 1.9M reactions from patents (1976-2016). Predict the reactants needed to synthesize the given product. (1) Given the product [CH2:1]([O:3][C:4](=[O:16])[C:5]1[CH:10]=[C:9]([Cl:11])[N:8]=[C:7]([N:12]([C:13](=[O:15])[CH3:14])[CH2:25][CH:24]=[CH2:23])[CH:6]=1)[CH3:2], predict the reactants needed to synthesize it. The reactants are: [CH2:1]([O:3][C:4](=[O:16])[C:5]1[CH:10]=[C:9]([Cl:11])[N:8]=[C:7]([NH:12][C:13](=[O:15])[CH3:14])[CH:6]=1)[CH3:2].C(=O)([O-])[O-].[K+].[K+].[CH2:23](Br)[CH:24]=[CH2:25]. (2) Given the product [Cl:1][C:2]1[NH:10][C:9]2[C:8](=[O:11])[N:7]([CH2:12][C:13]#[N:14])[C:6](=[O:15])[N:5]([CH2:16][CH2:17][CH:18]3[CH2:27][CH2:22]3)[C:4]=2[N:3]=1, predict the reactants needed to synthesize it. The reactants are: [Cl:1][C:2]1[NH:10][C:9]2[C:8](=[O:11])[N:7]([CH2:12][C:13]#[N:14])[C:6](=[O:15])[N:5]([CH2:16][CH2:17][CH3:18])[C:4]=2[N:3]=1.ClC1N(CC=C)[C:27]2C(=O)NC(=O)N(CCC3CC3)[C:22]=2N=1. (3) Given the product [Cl:1][C:2]1[C:7]([C:8]([F:10])([F:9])[F:11])=[CH:6][CH:5]=[CH:4][C:3]=1[C:12]([N:14]1[CH2:15][CH2:16][N:17]2[C:26]([C:25]3[CH:30]=[CH:31][C:32]([F:34])=[CH:33][C:24]=3[F:23])=[N:28][N:29]=[C:18]2[CH2:19]1)=[O:13], predict the reactants needed to synthesize it. The reactants are: [Cl:1][C:2]1[C:7]([C:8]([F:11])([F:10])[F:9])=[CH:6][CH:5]=[CH:4][C:3]=1[C:12]([N:14]1[CH2:19][C:18](OCC)=[N:17][CH2:16][CH2:15]1)=[O:13].[F:23][C:24]1[CH:33]=[C:32]([F:34])[CH:31]=[CH:30][C:25]=1[C:26]([NH:28][NH2:29])=O. (4) Given the product [N:10]1[C:11]2[C:6](=[CH:5][CH:4]=[CH:3][CH:2]=2)[CH:7]=[CH:8][CH:9]=1, predict the reactants needed to synthesize it. The reactants are: Br[C:2]1[CH:3]=[C:4](CS(C)(=O)=O)[CH:5]=[C:6]2[C:11]=1[N:10]=[CH:9][CH:8]=[CH:7]2.CC(C)([O-])C.[K+].CI. (5) Given the product [CH3:15][O:8][C:7](=[O:9])[C:6]1[CH:10]=[C:2]([Cl:1])[CH:3]=[N:4][CH:5]=1, predict the reactants needed to synthesize it. The reactants are: [Cl:1][C:2]1[CH:3]=[N:4][CH:5]=[C:6]([CH:10]=1)[C:7]([OH:9])=[O:8].S(Cl)(Cl)=O.[CH3:15]O. (6) Given the product [CH2:1]([O:8][C@H:9]1[C@@H:15]([O:16][CH2:17][C:18]2[CH:23]=[CH:22][CH:21]=[CH:20][CH:19]=2)[C@H:14]([O:24][CH2:25][C:26]2[CH:27]=[CH:28][CH:29]=[CH:30][CH:31]=2)[C@@H:13]([CH2:32][O:33][CH2:34][C:35]2[CH:36]=[CH:37][CH:38]=[CH:39][CH:40]=2)[O:12][CH:10]1[O:11][CH2:52][CH:51]([C:54]1[CH:59]=[CH:58][CH:57]=[CH:56][CH:55]=1)[C:50]([OH:60])=[O:49])[C:2]1[CH:3]=[CH:4][CH:5]=[CH:6][CH:7]=1, predict the reactants needed to synthesize it. The reactants are: [CH2:1]([O:8][C@H:9]1[C@@H:15]([O:16][CH2:17][C:18]2[CH:23]=[CH:22][CH:21]=[CH:20][CH:19]=2)[C@H:14]([O:24][CH2:25][C:26]2[CH:31]=[CH:30][CH:29]=[CH:28][CH:27]=2)[C@@H:13]([CH2:32][O:33][CH2:34][C:35]2[CH:40]=[CH:39][CH:38]=[CH:37][CH:36]=2)[O:12][CH:10]1[OH:11])[C:2]1[CH:7]=[CH:6][CH:5]=[CH:4][CH:3]=1.C(=O)([O-])[O-].[Cs+].[Cs+].C([O:49][C:50](=[O:60])[CH:51]([C:54]1[CH:59]=[CH:58][CH:57]=[CH:56][CH:55]=1)[CH2:52]Br)C.COC(C)(C)C. (7) Given the product [CH3:1][O:2][C:3]1[CH:11]=[C:10]2[C:6]([CH2:7][CH:8]([CH2:13][C:14]3[CH:19]=[CH:18][CH:17]=[C:16]([C:20]([F:22])([F:21])[F:23])[CH:15]=3)[C:9]2=[O:12])=[CH:5][C:4]=1[N:24]1[CH2:25][CH2:26][N:27]([CH3:30])[CH2:28][CH2:29]1, predict the reactants needed to synthesize it. The reactants are: [CH3:1][O:2][C:3]1[CH:11]=[C:10]2[C:6]([CH2:7]/[C:8](=[CH:13]\[C:14]3[CH:19]=[CH:18][CH:17]=[C:16]([C:20]([F:23])([F:22])[F:21])[CH:15]=3)/[C:9]2=[O:12])=[CH:5][C:4]=1[N:24]1[CH2:29][CH2:28][N:27]([CH3:30])[CH2:26][CH2:25]1.